Dataset: Catalyst prediction with 721,799 reactions and 888 catalyst types from USPTO. Task: Predict which catalyst facilitates the given reaction. (1) Reactant: N1(O[C:11]2[C:12]3[N:13]=[CH:14][N:15]([C:24]=3[N:25]=[CH:26][N:27]=2)[C@@H:16]2[O:23][C@H:20]([CH2:21][OH:22])[C@@H:18]([OH:19])[CH2:17]2)C2C=CC=CC=2N=N1.[NH:28]1[CH2:33][CH2:32][O:31][CH2:30][CH2:29]1.C([O-])([O-])=O.[Cs+].[Cs+]. Product: [C@@H:16]1([N:15]2[CH:14]=[N:13][C:12]3[C:24]2=[N:25][CH:26]=[N:27][C:11]=3[N:28]2[CH2:33][CH2:32][O:31][CH2:30][CH2:29]2)[O:23][C@H:20]([CH2:21][OH:22])[C@@H:18]([OH:19])[CH2:17]1. The catalyst class is: 57. (2) Reactant: [Cl-].[Cl-].[Ca+2].[C:4]([NH:7][C:8]([CH2:19][CH2:20][C:21]1[CH:26]=[CH:25][C:24]([C:27]2[S:28][C:29]3[C:34]([N:35]=2)=[CH:33][CH:32]=[C:31]([C:36]2([C:39]4[CH:44]=[CH:43][CH:42]=[CH:41][CH:40]=4)[CH2:38][CH2:37]2)[N:30]=3)=[C:23]([F:45])[CH:22]=1)([C:14](OCC)=[O:15])[C:9](OCC)=[O:10])(=[O:6])[CH3:5].[BH4-].[Na+]. Product: [F:45][C:23]1[CH:22]=[C:21]([CH2:20][CH2:19][C:8]([NH:7][C:4](=[O:6])[CH3:5])([CH2:9][OH:10])[CH2:14][OH:15])[CH:26]=[CH:25][C:24]=1[C:27]1[S:28][C:29]2[C:34]([N:35]=1)=[CH:33][CH:32]=[C:31]([C:36]1([C:39]3[CH:44]=[CH:43][CH:42]=[CH:41][CH:40]=3)[CH2:38][CH2:37]1)[N:30]=2. The catalyst class is: 315. (3) Reactant: [CH3:1][O:2][C:3]1[CH:8]=[C:7]([Cl:9])[C:6]([O:10][CH3:11])=[CH:5][C:4]=1[C:12](=[O:22])[CH2:13][CH2:14][CH2:15][CH2:16][CH2:17][CH2:18][CH2:19][CH2:20][CH3:21].[Br:23]Br.O. Product: [Br:23][CH:13]([CH2:14][CH2:15][CH2:16][CH2:17][CH2:18][CH2:19][CH2:20][CH3:21])[C:12]([C:4]1[CH:5]=[C:6]([O:10][CH3:11])[C:7]([Cl:9])=[CH:8][C:3]=1[O:2][CH3:1])=[O:22]. The catalyst class is: 4.